From a dataset of Full USPTO retrosynthesis dataset with 1.9M reactions from patents (1976-2016). Predict the reactants needed to synthesize the given product. (1) The reactants are: C(OC(=O)[NH:7][CH:8]1[CH2:13][CH2:12][N:11]([CH2:14][CH2:15][N:16]2[C:25]3[C:20](=[CH:21][CH:22]=[C:23]([O:26][CH3:27])[CH:24]=3)[N:19]=[CH:18][C:17]2=[O:28])[CH2:10][CH2:9]1)(C)(C)C.FC(F)(F)C(O)=O. Given the product [NH2:7][CH:8]1[CH2:9][CH2:10][N:11]([CH2:14][CH2:15][N:16]2[C:25]3[C:20](=[CH:21][CH:22]=[C:23]([O:26][CH3:27])[CH:24]=3)[N:19]=[CH:18][C:17]2=[O:28])[CH2:12][CH2:13]1, predict the reactants needed to synthesize it. (2) The reactants are: [NH2:1][C:2]1[CH:3]=[C:4]([C:9]2[CH:10]=[CH:11][C:12]3[O:18][CH2:17][CH2:16][N:15]([C:19]([C:21]4[CH:26]=[CH:25][C:24]([S:27]([CH3:30])(=[O:29])=[O:28])=[CH:23][CH:22]=4)=[O:20])[CH2:14][C:13]=3[CH:31]=2)[CH:5]=[CH:6][C:7]=1[NH2:8].[C:32](N1C=CN=C1)(N1C=CN=C1)=[S:33]. Given the product [CH3:30][S:27]([C:24]1[CH:25]=[CH:26][C:21]([C:19]([N:15]2[CH2:14][C:13]3[CH:31]=[C:9]([C:4]4[CH:5]=[CH:6][C:7]5[NH:8][C:32](=[S:33])[NH:1][C:2]=5[CH:3]=4)[CH:10]=[CH:11][C:12]=3[O:18][CH2:17][CH2:16]2)=[O:20])=[CH:22][CH:23]=1)(=[O:29])=[O:28], predict the reactants needed to synthesize it. (3) Given the product [C:8]([C:10]1[CH:53]=[CH:52][C:13]2[NH:14][C:15]([CH:17]([C:23]3[C:31]([CH3:32])=[CH:30][C:29]([CH3:33])=[C:28]4[C:24]=3[CH:25]=[CH:26][N:27]4[S:34]([C:37]3[CH:38]=[CH:39][C:40]([CH3:41])=[CH:42][CH:43]=3)(=[O:36])=[O:35])[C:18]([O:20][CH2:21][CH3:22])=[O:19])=[N:16][C:12]=2[CH:11]=1)#[N:9], predict the reactants needed to synthesize it. The reactants are: Cl.O1CCOCC1.[C:8]([C:10]1[CH:53]=[CH:52][C:13]2[N:14](COCC[Si](C)(C)C)[C:15]([CH:17]([C:23]3[C:31]([CH3:32])=[CH:30][C:29]([CH3:33])=[C:28]4[C:24]=3[CH:25]=[CH:26][N:27]4[S:34]([C:37]3[CH:43]=[CH:42][C:40]([CH3:41])=[CH:39][CH:38]=3)(=[O:36])=[O:35])[C:18]([O:20][CH2:21][CH3:22])=[O:19])=[N:16][C:12]=2[CH:11]=1)#[N:9].C(C1C=CC2N=C(C(C3C(C)=CC(C)=C4C=3C=CN4S(C3C=CC(C)=CC=3)(=O)=O)C(OCC)=O)N(COCC[Si](C)(C)C)C=2C=1)#N. (4) Given the product [NH2:29][C:26]1[CH:27]=[CH:28][C:23]([CH2:22][NH:21][S:17]([C:15]2[CH:14]=[CH:13][C:11]3[N:12]=[C:8]([C:3]4[C:4]([CH3:7])=[N:5][NH:6][C:2]=4[NH2:1])[S:9][C:10]=3[CH:16]=2)(=[O:19])=[O:18])=[CH:24][CH:25]=1, predict the reactants needed to synthesize it. The reactants are: [NH2:1][C:2]1[NH:6][N:5]=[C:4]([CH3:7])[C:3]=1[C:8]1[S:9][C:10]2[CH:16]=[C:15]([S:17](Cl)(=[O:19])=[O:18])[CH:14]=[CH:13][C:11]=2[N:12]=1.[NH2:21][CH2:22][C:23]1[CH:28]=[CH:27][C:26]([NH2:29])=[CH:25][CH:24]=1.CN1CCOCC1. (5) Given the product [Br:26][C:17]1[C:12]([F:11])=[CH:13][C:14]([C:19]2([CH2:24][CH3:25])[O:20][CH2:21][CH2:22][O:23]2)=[CH:15][C:16]=1[F:18], predict the reactants needed to synthesize it. The reactants are: C([Li])CCC.O1CCCC1.[F:11][C:12]1[CH:13]=[C:14]([C:19]2([CH2:24][CH3:25])[O:23][CH2:22][CH2:21][O:20]2)[CH:15]=[C:16]([F:18])[CH:17]=1.[Br:26]C(Cl)(Cl)C(Br)(Cl)Cl. (6) Given the product [F:1][C:2]1[CH:7]=[CH:6][C:5]([C:8]([O:16][CH3:17])([C:9]2[NH:11][N:12]=[C:36](/[CH:35]=[CH:34]/[C:24]3[CH:25]=[CH:26][C:27]([N:28]4[CH:32]=[C:31]([CH3:33])[N:30]=[CH:29]4)=[C:22]([O:21][CH3:20])[CH:23]=3)[N:40]=2)[CH2:13][CH2:14][OH:15])=[CH:4][CH:3]=1, predict the reactants needed to synthesize it. The reactants are: [F:1][C:2]1[CH:7]=[CH:6][C:5]([C:8]([O:16][CH3:17])([CH2:13][CH2:14][OH:15])[C:9]([NH:11][NH2:12])=O)=[CH:4][CH:3]=1.Cl.Cl.[CH3:20][O:21][C:22]1[CH:23]=[C:24](/[CH:34]=[CH:35]/[C:36](=[NH:40])OCC)[CH:25]=[CH:26][C:27]=1[N:28]1[CH:32]=[C:31]([CH3:33])[N:30]=[CH:29]1.C(OCC)(=O)C.O. (7) The reactants are: C(OC([N:6]1[C:14]2[C:9](=[CH:10][CH:11]=[C:12]([Br:15])[CH:13]=2)[C:8]([O:16][CH3:17])=[N:7]1)=O)C.BrC1C=CC=C2C=1C(OC)=NN2. Given the product [Br:15][C:12]1[CH:13]=[C:14]2[C:9]([C:8]([O:16][CH3:17])=[N:7][NH:6]2)=[CH:10][CH:11]=1, predict the reactants needed to synthesize it.